From a dataset of Reaction yield outcomes from USPTO patents with 853,638 reactions. Predict the reaction yield, written as a fraction of the theoretical maximum amount of product (1.0 means a 100% yield; for example, 0.34 means a 34% yield). (1) The reactants are C([O:5][C:6](=[O:41])[CH2:7][O:8][CH:9]1[CH:16]2[CH2:17][C:12]3([C:18]4[N:26](C5CCCCO5)[C:25]5[C:24](=[O:33])[N:23]([CH2:34][CH2:35][CH3:36])[C:22](=[O:37])[N:21]([CH2:38][CH2:39][CH3:40])[C:20]=5[N:19]=4)[CH2:13][CH:14]([O:15]2)[CH:10]1[O:11]3)(C)(C)C.C(O)(C(F)(F)F)=O. The catalyst is C(Cl)Cl. The product is [O:37]=[C:22]1[N:21]([CH2:38][CH2:39][CH3:40])[C:20]2[N:19]=[C:18]([C:12]34[CH2:17][CH:16]5[O:15][CH:14]([CH2:13]3)[CH:10]([CH:9]5[O:8][CH2:7][C:6]([OH:41])=[O:5])[O:11]4)[NH:26][C:25]=2[C:24](=[O:33])[N:23]1[CH2:34][CH2:35][CH3:36]. The yield is 0.0800. (2) The reactants are O.[NH2:2][C:3]1[N:8]=[C:7]([CH:9]2[CH2:11][CH2:10]2)[N:6]=[C:5]([C:12]([OH:14])=[O:13])[C:4]=1[Cl:15].CO.[C:18](=O)(OC)OC.[OH-].[Na+]. The catalyst is O. The product is [NH2:2][C:3]1[N:8]=[C:7]([CH:9]2[CH2:11][CH2:10]2)[N:6]=[C:5]([C:12]([O:14][CH3:18])=[O:13])[C:4]=1[Cl:15]. The yield is 0.935. (3) The yield is 0.731. The product is [CH2:6]([N:5]([CH2:4][C:3]1[CH:8]=[CH:9][CH:10]=[CH:11][C:2]=1[F:1])[C:20](=[O:21])[CH2:19][C:16]1[CH:17]=[CH:18][C:13]([OH:12])=[CH:14][CH:15]=1)[CH3:7]. The reactants are [F:1][C:2]1[CH:11]=[CH:10][CH:9]=[CH:8][C:3]=1[CH2:4][NH:5][CH2:6][CH3:7].[OH:12][C:13]1[CH:18]=[CH:17][C:16]([CH2:19][C:20](O)=[O:21])=[CH:15][CH:14]=1.F[B-](F)(F)F.N1(OC(N(C)C)=[N+](C)C)C2C=CC=CC=2N=N1.C(N(C(C)C)C(C)C)C. The catalyst is CN(C=O)C.CCOC(C)=O. (4) The reactants are [CH3:1][N:2]1[C:6]([C:7]2[C:11]([CH3:12])=[C:10]([NH2:13])[N:9]([C:14]3[CH:19]=[CH:18][CH:17]=[CH:16][CH:15]=3)[N:8]=2)=[CH:5][CH:4]=[N:3]1.[OH-].[Na+].Cl[C:23]([O:25][C:26]1[CH:31]=[CH:30][CH:29]=[CH:28][CH:27]=1)=[O:24]. The catalyst is CCOC(C)=O. The product is [CH3:1][N:2]1[C:6]([C:7]2[C:11]([CH3:12])=[C:10]([NH:13][C:23](=[O:24])[O:25][C:26]3[CH:31]=[CH:30][CH:29]=[CH:28][CH:27]=3)[N:9]([C:14]3[CH:19]=[CH:18][CH:17]=[CH:16][CH:15]=3)[N:8]=2)=[CH:5][CH:4]=[N:3]1. The yield is 0.950. (5) The reactants are [OH:1][C:2]1[CH:3]=[C:4]([CH2:8][C:9]([O:11][CH3:12])=[O:10])[CH:5]=[CH:6][CH:7]=1.[C:13]([N:20]1[CH2:25][CH2:24][CH:23]([CH2:26][CH2:27][CH2:28]O)[CH2:22][CH2:21]1)([O:15][C:16]([CH3:19])([CH3:18])[CH3:17])=[O:14].C1(P(C2C=CC=CC=2)C2C=CC=CC=2)C=CC=CC=1.N(C(OC(C)C)=O)=NC(OC(C)C)=O. The catalyst is C1COCC1. The product is [C:13]([N:20]1[CH2:21][CH2:22][CH:23]([CH2:26][CH2:27][CH2:28][O:1][C:2]2[CH:3]=[C:4]([CH2:8][C:9]([O:11][CH3:12])=[O:10])[CH:5]=[CH:6][CH:7]=2)[CH2:24][CH2:25]1)([O:15][C:16]([CH3:19])([CH3:18])[CH3:17])=[O:14]. The yield is 0.620.